This data is from Forward reaction prediction with 1.9M reactions from USPTO patents (1976-2016). The task is: Predict the product of the given reaction. (1) Given the reactants [C:1]([O:4][CH2:5][C:6]1[C:11]([N:12]2[C:24](=[O:25])[C:23]3[S:22][C:21]4[CH2:20][CH2:19][CH2:18][CH2:17][C:16]=4[C:15]=3[CH2:14][CH2:13]2)=[CH:10][C:9]([F:26])=[CH:8][C:7]=1[C:27]1[CH:32]=[C:31]([NH:33][C:34]2[CH:38]=C(C3CC3)N[N:35]=2)[C:30](=[O:42])[N:29]([CH3:43])[CH:28]=1)(=[O:3])[CH3:2].BrC1C=C(NC2C=[CH:62][C:61]3[CH2:60][N:59]([CH3:64])[CH2:58][CH2:57][C:56]=3N=2)C(=O)N(C)C=1.C(OCC1C(B2OC(C)(C)C(C)(C)O2)=CC=CC=1N1C(=O)C2SC3CCCCC=3C=2CC1)(=O)C, predict the reaction product. The product is: [C:1]([O:4][CH2:5][C:6]1[C:11]([N:12]2[C:24](=[O:25])[C:23]3[S:22][C:21]4[CH2:20][CH2:19][CH2:18][CH2:17][C:16]=4[C:15]=3[CH2:14][CH2:13]2)=[CH:10][C:9]([F:26])=[CH:8][C:7]=1[C:27]1[CH:32]=[C:31]([NH:33][C:34]2[CH:38]=[CH:62][C:61]3[CH2:60][N:59]([CH3:64])[CH2:58][CH2:57][C:56]=3[N:35]=2)[C:30](=[O:42])[N:29]([CH3:43])[CH:28]=1)(=[O:3])[CH3:2]. (2) Given the reactants [C:1]1([S:7][CH3:8])[CH:6]=[CH:5][CH:4]=[CH:3][CH:2]=1.OO.C(OCC)(=[O:13])C, predict the reaction product. The product is: [CH3:8][S:7]([C:1]1[CH:6]=[CH:5][CH:4]=[CH:3][CH:2]=1)=[O:13].